Dataset: Peptide-MHC class I binding affinity with 185,985 pairs from IEDB/IMGT. Task: Regression. Given a peptide amino acid sequence and an MHC pseudo amino acid sequence, predict their binding affinity value. This is MHC class I binding data. (1) The peptide sequence is KGGEAQFLV. The MHC is HLA-A31:01 with pseudo-sequence HLA-A31:01. The binding affinity (normalized) is 0.0847. (2) The peptide sequence is NTIAGVAGL. The MHC is HLA-A02:01 with pseudo-sequence HLA-A02:01. The binding affinity (normalized) is 0.0413. (3) The peptide sequence is NSSYWRQGY. The MHC is HLA-B18:01 with pseudo-sequence HLA-B18:01. The binding affinity (normalized) is 0.0847. (4) The peptide sequence is FVNYDFTIV. The MHC is HLA-A68:02 with pseudo-sequence HLA-A68:02. The binding affinity (normalized) is 0.601. (5) The MHC is HLA-A01:01 with pseudo-sequence HLA-A01:01. The peptide sequence is LIGFALFGV. The binding affinity (normalized) is 0.213. (6) The peptide sequence is ERYFRINSL. The MHC is HLA-A23:01 with pseudo-sequence HLA-A23:01. The binding affinity (normalized) is 0.00528.